Dataset: Forward reaction prediction with 1.9M reactions from USPTO patents (1976-2016). Task: Predict the product of the given reaction. (1) Given the reactants Cl.[F:2][C:3]1[CH:4]=[CH:5][C:6]2[N:10]=[C:9]([CH2:11][NH2:12])[N:8]([C:13]3[CH:18]=[CH:17][CH:16]=[CH:15][CH:14]=3)[C:7]=2[CH:19]=1.[NH2:20][C:21]1[C:26]([C:27]#[N:28])=[C:25](Cl)[N:24]=[CH:23][N:22]=1.C(N(CC)CC)C, predict the reaction product. The product is: [NH2:20][C:21]1[C:26]([C:27]#[N:28])=[C:25]([NH:12][CH2:11][C:9]2[N:8]([C:13]3[CH:18]=[CH:17][CH:16]=[CH:15][CH:14]=3)[C:7]3[CH:19]=[C:3]([F:2])[CH:4]=[CH:5][C:6]=3[N:10]=2)[N:24]=[CH:23][N:22]=1. (2) The product is: [CH3:13][O:12][CH:11]([O:14][CH3:15])[CH2:10][S:8][C:5]1[CH:6]=[CH:7][C:2]([F:1])=[CH:3][CH:4]=1. Given the reactants [F:1][C:2]1[CH:7]=[CH:6][C:5]([SH:8])=[CH:4][CH:3]=1.Br[CH2:10][CH:11]([O:14][CH3:15])[O:12][CH3:13].CO.C[O-].[Na+], predict the reaction product. (3) The product is: [O:1]1[CH:5]=[CH:4][CH:3]=[C:2]1[C:6]1[CH:35]=[CH:34][C:9]([C:10]([N:12]([CH2:16][C:17]2[CH:33]=[CH:32][CH:31]=[CH:30][C:18]=2[O:19][CH2:20][CH2:21][CH2:22][CH2:23][CH2:24][C:25]([OH:27])=[O:26])[CH:13]([CH3:15])[CH3:14])=[O:11])=[CH:8][N:7]=1. Given the reactants [O:1]1[CH:5]=[CH:4][CH:3]=[C:2]1[C:6]1[CH:35]=[CH:34][C:9]([C:10]([N:12]([CH2:16][C:17]2[CH:33]=[CH:32][CH:31]=[CH:30][C:18]=2[O:19][CH2:20][CH2:21][CH2:22][CH2:23][CH2:24][C:25]([O:27]CC)=[O:26])[CH:13]([CH3:15])[CH3:14])=[O:11])=[CH:8][N:7]=1.O.[OH-].[Li+], predict the reaction product. (4) Given the reactants CS[S:3][CH3:4].S(Cl)(Cl)(=O)=O.[Br:10][C:11]1[CH:12]=[CH:13][CH:14]=[C:15]2[C:19]=1[N:18]([CH2:20][C:21]([O:23][CH2:24][CH3:25])=[O:22])[CH:17]=[C:16]2[CH2:26][CH2:27][CH2:28][C:29]([O:31][CH2:32][CH3:33])=[O:30].C(=O)([O-])O.[Na+], predict the reaction product. The product is: [Br:10][C:11]1[CH:12]=[CH:13][CH:14]=[C:15]2[C:19]=1[N:18]([CH2:20][C:21]([O:23][CH2:24][CH3:25])=[O:22])[C:17]([S:3][CH3:4])=[C:16]2[CH2:26][CH2:27][CH2:28][C:29]([O:31][CH2:32][CH3:33])=[O:30]. (5) Given the reactants [NH2:1][C@:2]12[CH2:45][CH2:44][C@@H:43]([C:46]([CH3:48])=[CH2:47])[C@@H:3]1[C@@H:4]1[C@@:17]([CH3:20])([CH2:18][CH2:19]2)[C@@:16]2([CH3:21])[C@@H:7]([C@:8]3([CH3:42])[C@@H:13]([CH2:14][CH2:15]2)[C:12]([CH3:23])([CH3:22])[C:11]([C:24]2[CH2:29][CH2:28][C@@:27]([CH2:40][F:41])([C:30]([O:32]CC4C=CC=CC=4)=[O:31])[CH2:26][CH:25]=2)=[CH:10][CH2:9]3)[CH2:6][CH2:5]1.Cl[CH2:50][CH2:51][N:52]1[CH2:57][CH:56]([CH3:58])[S:55](=[O:60])(=[O:59])[CH:54]([CH3:61])[CH2:53]1.[I-].[K+].P([O-])([O-])([O-])=O.[K+].[K+].[K+].[OH-].[Na+], predict the reaction product. The product is: [CH3:58][CH:56]1[CH2:57][N:52]([CH2:51][CH2:50][NH:1][C@:2]23[CH2:45][CH2:44][C@@H:43]([C:46]([CH3:48])=[CH2:47])[C@@H:3]2[C@@H:4]2[C@@:17]([CH3:20])([CH2:18][CH2:19]3)[C@@:16]3([CH3:21])[C@@H:7]([C@:8]4([CH3:42])[C@@H:13]([CH2:14][CH2:15]3)[C:12]([CH3:22])([CH3:23])[C:11]([C:24]3[CH2:29][CH2:28][C@@:27]([CH2:40][F:41])([C:30]([OH:32])=[O:31])[CH2:26][CH:25]=3)=[CH:10][CH2:9]4)[CH2:6][CH2:5]2)[CH2:53][CH:54]([CH3:61])[S:55]1(=[O:60])=[O:59]. (6) Given the reactants [OH:1][C:2]1[C:7]([CH3:8])=[CH:6][C:5]([C:9]2([C:22]3[CH:27]=[C:26]([CH3:28])[C:25]([OH:29])=[C:24]([CH3:30])[CH:23]=3)[C:17]3[C:12](=[CH:13][CH:14]=[CH:15][CH:16]=3)[N:11]([CH2:18][C:19]#[N:20])[C:10]2=[O:21])=[CH:4][C:3]=1[CH3:31].[OH:32][N:33]=[C:34](Cl)[C:35]1[CH:40]=[CH:39][C:38]([O:41][CH3:42])=[CH:37][CH:36]=1.C(N(CC)CC)C.[F-].C([N+](CCCC)(CCCC)CCCC)CCC, predict the reaction product. The product is: [OH:29][C:25]1[C:26]([CH3:28])=[CH:27][C:22]([C:9]2([C:5]3[CH:4]=[C:3]([CH3:31])[C:2]([OH:1])=[C:7]([CH3:8])[CH:6]=3)[C:17]3[C:12](=[CH:13][CH:14]=[CH:15][CH:16]=3)[N:11]([CH2:18][C:19]3[O:32][N:33]=[C:34]([C:35]4[CH:40]=[CH:39][C:38]([O:41][CH3:42])=[CH:37][CH:36]=4)[N:20]=3)[C:10]2=[O:21])=[CH:23][C:24]=1[CH3:30]. (7) The product is: [Br:2][C:3]1[CH:4]=[C:5]([NH:11][S:16]([CH3:15])(=[O:18])=[O:17])[C:6]([O:9][CH3:10])=[N:7][CH:8]=1. Given the reactants Cl.[Br:2][C:3]1[CH:4]=[C:5]([NH2:11])[C:6]([O:9][CH3:10])=[N:7][CH:8]=1.C(#N)C.[CH3:15][S:16](Cl)(=[O:18])=[O:17], predict the reaction product. (8) Given the reactants [Cl:1][C:2]1[CH:3]=[C:4]([CH:13]=[CH:14][C:15]=1[F:16])[CH2:5][NH:6][CH2:7][CH:8]([O:11][CH3:12])[O:9][CH3:10].[C:17]1([CH3:27])[CH:22]=[CH:21][C:20]([S:23](Cl)(=[O:25])=[O:24])=[CH:19][CH:18]=1.N1C=CC=CC=1, predict the reaction product. The product is: [Cl:1][C:2]1[CH:3]=[C:4]([CH:13]=[CH:14][C:15]=1[F:16])[CH2:5][N:6]([CH2:7][CH:8]([O:9][CH3:10])[O:11][CH3:12])[S:23]([C:20]1[CH:21]=[CH:22][C:17]([CH3:27])=[CH:18][CH:19]=1)(=[O:25])=[O:24].